Dataset: NCI-60 drug combinations with 297,098 pairs across 59 cell lines. Task: Regression. Given two drug SMILES strings and cell line genomic features, predict the synergy score measuring deviation from expected non-interaction effect. Drug 1: CC1CCC2CC(C(=CC=CC=CC(CC(C(=O)C(C(C(=CC(C(=O)CC(OC(=O)C3CCCCN3C(=O)C(=O)C1(O2)O)C(C)CC4CCC(C(C4)OC)OCCO)C)C)O)OC)C)C)C)OC. Drug 2: CC1C(C(CC(O1)OC2CC(CC3=C2C(=C4C(=C3O)C(=O)C5=C(C4=O)C(=CC=C5)OC)O)(C(=O)CO)O)N)O.Cl. Cell line: LOX IMVI. Synergy scores: CSS=48.6, Synergy_ZIP=-4.76, Synergy_Bliss=-1.15, Synergy_Loewe=2.61, Synergy_HSA=4.61.